From a dataset of Experimentally validated miRNA-target interactions with 360,000+ pairs, plus equal number of negative samples. Binary Classification. Given a miRNA mature sequence and a target amino acid sequence, predict their likelihood of interaction. (1) The miRNA is hsa-miR-541-5p with sequence AAAGGAUUCUGCUGUCGGUCCCACU. The protein sequence of the target gene is MARPRPREYKAGDLVFAKMKGYPHWPARIDELPEGAVKPPANKYPIFFFGTHETAFLGPKDLFPYKEYKDKFGKSNKRKGFNEGLWEIENNPGVKFTGYQAIQQQSSSETEGEGGNTADASSEEEGDRVEEDGKGKRKNEKAGSKRKKSYTSKKSSKQSRKSPGDEDDKDCKEEENKSSSEGGDAGNDTRNTTSDLQKTSEGT. Result: 1 (interaction). (2) The protein sequence of the target gene is MSLHPASPRLASLLLFILALHDTLALRLCSFNVRSFGASKKENHEAMDIIVKIIKRCDLILLMEIKDSSNNICPMLMEKLNGNSRRSTTYNYVISSRLGRNTYKEQYAFVYKEKLVSVKTKYHYHDYQDGDTDVFSREPFVVWFHSPFTAVKDFVIVPLHTTPETSVKEIDELVDVYTDVRSQWKTENFIFMGDFNAGCSYVPKKAWQNIRLRTDPKFVWLIGDQEDTTVKKSTSCAYDRIVLCGQEIVNSVVPRSSGVFDFQKAYDLSEEEALDVSDHFPVEFKLQSSRAFTNNRKSVS.... The miRNA is hsa-miR-620 with sequence AUGGAGAUAGAUAUAGAAAU. Result: 0 (no interaction). (3) The miRNA is hsa-miR-1205 with sequence UCUGCAGGGUUUGCUUUGAG. The protein sequence of the target gene is MECLRSLPCLLPRAMRLPRRTLCALALDVTSVGPPVAACGRRANLIGRSRAAQLCGPDRLRVAGEVHRFRTSDVSQATLASVAPVFTVTKFDKQGNVTSFERKKTELYQELGLQARDLRFQHVMSITVRNNRIIMRMEYLKAVITPECLLILDYRNLNLEQWLFRELPSQLSGEGQLVTYPLPFEFRAIEALLQYWINTLQGKLSILQPLILETLDALVDPKHSSVDRSKLHILLQNGKSLSELETDIKIFKESILEILDEEELLEELCVSKWSDPQVFEKSSAGIDHAEEMELLLENYY.... Result: 1 (interaction). (4) The miRNA is mmu-miR-5118 with sequence AAGGUUAGGCCAGCCUGGU. The protein sequence of the target gene is MDWHSFRIAALLLTSLVVLEVNSEFQIQVRDHNAKNGTIKWHSIRRQKREWIKFAAACREGEDNSKRNPIAKIHSDCAANQPVTYRISGVGIDQPPYGIFIINQKTGEINITSIVDREVTPFFIIYCRALNAQGQDLENPLELRVRVMDINDNPPVFSMTTFLGQIEENSNANTLVMKLNATDADEPNNLNSMIAFKIIRQEPSDSPMFIINRKTGEIRTMNNFLDREQYSQYSLVVRGSDRDGGADGMSAESECSITILDVNDNIPYLEQSSYDITIEENALHSQLVQIRVIDLDEEFS.... Result: 0 (no interaction). (5) The miRNA is gga-let-7i with sequence UGAGGUAGUAGUUUGUGCUGU. The protein sequence of the target gene is MALPPGPAALRHTLLLLPALLSSGWGELEPQIDGQTWAERALRENERHAFTCRVAGGPGTPRLAWYLDGQLQEASTSRLLSVGGEAFSGGTSTFTVTAHRAQHELNCSLQDPRSGRSANASVILNVQFKPEIAQVGAKYQEAQGPGLLVVLFALVRANPPANVTWIDQDGPVTVNTSDFLVLDAQNYPWLTNHTVQLQLRSLAHNLSVVATNDVGVTSASLPAPGLLATRVEVPLLGIVVAAGLALGTLVGFSTLVACLVCRKEKKTKGPSRHPSLISSDSNNLKLNNVRLPRENMSLPS.... Result: 0 (no interaction). (6) The protein sequence of the target gene is MGARAFSHDSIFIPDGGAESEQTVQAMSQDNILGKVKTLQRQLGKNIKFGQRPSNAIPMKKAGSTDASSEEDFVLTSPMEIVTQQDIVPSDTENKSSDTPSSSSPLNLPEAGSDMEEKVAPVKPSRPKRHLSSAGTIESVNLDAIPLAIARLDNSAARHKLAVKPKNQRVSRKHRWLAQDRQNEPGSFESQSSLDQNGQLGEDKHIWHGEEPEPLESHEEKRLHEEYWRELEAKCKRQKAEAAEKRRQEEQRRQALERRLWEESLRQELLEEEEEGEEEEEVKEEGEEGEEVGLQPRAGK.... The miRNA is rno-miR-181c-5p with sequence AACAUUCAACCUGUCGGUGAGU. Result: 0 (no interaction). (7) The miRNA is hsa-miR-7159-3p with sequence UUUCUAUGUUAGUUGGAAG. The protein sequence of the target gene is MTKGTSSFGKRRNKTHTLCRRCGSKAYHLQKSTCGKCGYPAKRKRKYNWSAKAKRRNTTGTGRMRHLKIVYRRFRHGFREGTTPKPKRAAVAASSSS. Result: 1 (interaction).